Dataset: Forward reaction prediction with 1.9M reactions from USPTO patents (1976-2016). Task: Predict the product of the given reaction. (1) Given the reactants [Br:1][C:2]1[S:6][C:5]([C:7]([O:9]CC)=O)=[N:4][C:3]=1[CH2:12][CH:13]1[CH2:18][CH2:17][CH2:16][CH2:15][CH2:14]1.O[NH:20][C:21](=[NH:23])[CH3:22].C([O-])([O-])=O.[K+].[K+], predict the reaction product. The product is: [Br:1][C:2]1[S:6][C:5]([C:7]2[O:9][N:23]=[C:21]([CH3:22])[N:20]=2)=[N:4][C:3]=1[CH2:12][CH:13]1[CH2:14][CH2:15][CH2:16][CH2:17][CH2:18]1. (2) Given the reactants [CH2:1]([O:8][C:9](=[O:28])[NH:10][C:11](=O)[CH2:12][C@H:13]([NH:16][C:17]1[CH:22]=[CH:21][C:20]([C:23]([F:26])([F:25])[F:24])=[CH:19][CH:18]=1)[CH2:14][CH3:15])[C:2]1[CH:7]=[CH:6][CH:5]=[CH:4][CH:3]=1.[BH4-].[Na+].[Mg].Cl.C(O)(=O)CC(CC(O)=O)(C(O)=O)O, predict the reaction product. The product is: [CH2:1]([O:8][C:9](=[O:28])[NH:10][C@@H:11]1[C:22]2[C:17](=[CH:18][CH:19]=[C:20]([C:23]([F:26])([F:25])[F:24])[CH:21]=2)[NH:16][C@H:13]([CH2:14][CH3:15])[CH2:12]1)[C:2]1[CH:7]=[CH:6][CH:5]=[CH:4][CH:3]=1. (3) Given the reactants [C:1]1(C)C=CC=CC=1.[F:8][CH:9]([F:20])[C:10]1[C:14]([C:15]([O:17][CH2:18][CH3:19])=[O:16])=[CH:13][NH:12][N:11]=1.[OH-].[Na+].S(OC)(OC)(=O)=O, predict the reaction product. The product is: [F:20][CH:9]([F:8])[C:10]1[C:14]([C:15]([O:17][CH2:18][CH3:19])=[O:16])=[CH:13][N:12]([CH3:1])[N:11]=1. (4) Given the reactants Cl[C:2]1[N:3]=[C:4]([N:22]2[CH2:27][CH2:26][O:25][CH2:24][CH2:23]2)[C:5]2[S:10][C:9]([CH2:11][N:12]3[CH2:17][CH2:16][N:15]([S:18]([CH3:21])(=[O:20])=[O:19])[CH2:14][CH2:13]3)=[CH:8][C:6]=2[N:7]=1.[CH3:28][N:29]([CH3:45])[C:30]1[N:35]=[CH:34][C:33](B2OC(C)(C)C(C)(C)O2)=[CH:32][N:31]=1, predict the reaction product. The product is: [CH3:28][N:29]([CH3:45])[C:30]1[N:35]=[CH:34][C:33]([C:2]2[N:3]=[C:4]([N:22]3[CH2:27][CH2:26][O:25][CH2:24][CH2:23]3)[C:5]3[S:10][C:9]([CH2:11][N:12]4[CH2:17][CH2:16][N:15]([S:18]([CH3:21])(=[O:20])=[O:19])[CH2:14][CH2:13]4)=[CH:8][C:6]=3[N:7]=2)=[CH:32][N:31]=1. (5) The product is: [Cl:39][C:31]1[CH:30]=[C:29]([C@@H:22]([CH2:23][CH:24]2[CH2:25][CH2:26][CH2:27][CH2:28]2)[C:21]([OH:40])=[O:1])[CH:34]=[CH:33][C:32]=1[S:35]([CH3:38])(=[O:36])=[O:37]. Given the reactants [OH-:1].[Li+].OO.[O-]O.[Li+].C([C@@H]1COC(=O)N1[C:21](=[O:40])[C@@H:22]([C:29]1[CH:34]=[CH:33][C:32]([S:35]([CH3:38])(=[O:37])=[O:36])=[C:31]([Cl:39])[CH:30]=1)[CH2:23][CH:24]1[CH2:28][CH2:27][CH2:26][CH2:25]1)C1C=CC=CC=1, predict the reaction product. (6) Given the reactants [CH3:1][C:2]1[O:6][C:5]([C:7]2[CH:12]=[CH:11][CH:10]=[CH:9][CH:8]=2)=[N:4][C:3]=1[CH2:13][CH2:14][C:15](O)=[O:16].C[Si](C=[N+]=[N-])(C)C.[BH4-].[Na+], predict the reaction product. The product is: [CH3:1][C:2]1[O:6][C:5]([C:7]2[CH:12]=[CH:11][CH:10]=[CH:9][CH:8]=2)=[N:4][C:3]=1[CH2:13][CH2:14][CH2:15][OH:16].